The task is: Predict the reactants needed to synthesize the given product.. This data is from Full USPTO retrosynthesis dataset with 1.9M reactions from patents (1976-2016). (1) Given the product [N+:22]([C:25]1[CH:30]=[CH:29][CH:28]=[CH:27][C:26]=1[CH:31]1[O:1][N:2]=[C:3]([C:4]2[N:5]=[C:6]([CH:9]3[CH2:10][CH2:11][N:12]([C:15]([O:17][C:18]([CH3:21])([CH3:20])[CH3:19])=[O:16])[CH2:13][CH2:14]3)[S:7][CH:8]=2)[CH2:32]1)([O-:24])=[O:23], predict the reactants needed to synthesize it. The reactants are: [OH:1][N:2]=[CH:3][C:4]1[N:5]=[C:6]([CH:9]2[CH2:14][CH2:13][N:12]([C:15]([O:17][C:18]([CH3:21])([CH3:20])[CH3:19])=[O:16])[CH2:11][CH2:10]2)[S:7][CH:8]=1.[N+:22]([C:25]1[CH:30]=[CH:29][CH:28]=[CH:27][C:26]=1[CH:31]=[CH2:32])([O-:24])=[O:23].C(=O)([O-])O.[K+].ClN1C(=O)CCC1=O. (2) The reactants are: [C:1]([C:4]1[CH:5]=[C:6]([CH:10]=[CH:11][CH:12]=1)[C:7]([OH:9])=[O:8])(=[O:3])[CH3:2].S(=O)(=O)(O)O.[CH2:18](O)[CH3:19]. Given the product [C:1]([C:4]1[CH:5]=[C:6]([CH:10]=[CH:11][CH:12]=1)[C:7]([O:9][CH2:18][CH3:19])=[O:8])(=[O:3])[CH3:2], predict the reactants needed to synthesize it. (3) Given the product [NH2:13][C:11]1[N:10]([C:14]2[CH:15]=[C:16](/[CH:23]=[C:22](\[CH3:24])/[C:21]([NH2:26])=[O:25])[CH:17]=[CH:18][CH:19]=2)[N:9]=[C:8]([C:3]2[CH:4]=[CH:5][CH:6]=[CH:7][C:2]=2[F:1])[CH:12]=1, predict the reactants needed to synthesize it. The reactants are: [F:1][C:2]1[CH:7]=[CH:6][CH:5]=[CH:4][C:3]=1[C:8]1[CH:12]=[C:11]([NH2:13])[N:10]([C:14]2[CH:19]=[CH:18][CH:17]=[C:16](I)[CH:15]=2)[N:9]=1.[C:21]([NH2:26])(=[O:25])[C:22]([CH3:24])=[CH2:23].C1C=CC(P(C2C=CC=CC=2)C2C=CC=CC=2)=CC=1.CCN(CC)CC.